Dataset: Forward reaction prediction with 1.9M reactions from USPTO patents (1976-2016). Task: Predict the product of the given reaction. (1) Given the reactants [CH:1]([N:4](C(C)C)CC)(C)[CH3:2].[Si:10]([O:17][CH:18]([CH2:22][S:23][S:24][C:25]([CH3:28])([CH3:27])[CH3:26])[C:19]([OH:21])=[O:20])([C:13]([CH3:16])([CH3:15])[CH3:14])([CH3:12])[CH3:11].BrCC#N, predict the reaction product. The product is: [Si:10]([O:17][CH:18]([CH2:22][S:23][S:24][C:25]([CH3:28])([CH3:27])[CH3:26])[C:19]([O:21][CH2:2][C:1]#[N:4])=[O:20])([C:13]([CH3:16])([CH3:15])[CH3:14])([CH3:12])[CH3:11]. (2) The product is: [C:11]1([C:2]2[O:1][C:5]3[CH:6]=[CH:7][CH:8]=[CH:9][C:4]=3[N:3]=2)[CH:16]=[CH:15][CH:14]=[CH:13][CH:12]=1. Given the reactants [O:1]1[C:5]2[CH:6]=[CH:7][CH:8]=[CH:9][C:4]=2[N:3]=[CH:2]1.Br[C:11]1[CH:16]=[CH:15][CH:14]=[CH:13][CH:12]=1.CC([O-])(C)C.[K+].CN(C=O)C, predict the reaction product. (3) Given the reactants Br[CH:2]([CH2:16][CH2:17][CH3:18])[C:3]([C:5]1[CH:6]=[CH:7][C:8]2[O:13][CH2:12][C:11](=[O:14])[NH:10][C:9]=2[CH:15]=1)=O.[NH2:19][N:20]1[CH:24]=[N:23][N:22]=[C:21]1[SH:25].C(O)C, predict the reaction product. The product is: [CH2:16]([CH:2]1[S:25][C:21]2=[N:22][N:23]=[CH:24][N:20]2[N:19]=[C:3]1[C:5]1[CH:6]=[CH:7][C:8]2[O:13][CH2:12][C:11](=[O:14])[NH:10][C:9]=2[CH:15]=1)[CH2:17][CH3:18]. (4) Given the reactants [CH3:1][S:2]([O-:5])(=[O:4])=[O:3].[CH:6]([O:9][C:10]([O:12][CH2:13][N+:14]1([CH3:50])[CH2:19][CH2:18][N:17]([CH2:20][C:21]2[CH:26]=[CH:25][C:24]([C:27](=[O:49])[NH:28][C:29]3[CH:34]=[CH:33][C:32]([CH3:35])=[C:31]([NH:36][C:37]4[N:42]=[C:41]([C:43]5[CH:44]=[N:45][CH:46]=[CH:47][CH:48]=5)[CH:40]=[CH:39][N:38]=4)[CH:30]=3)=[CH:23][CH:22]=2)[CH2:16][CH2:15]1)=[O:11])([CH3:8])[CH3:7].[I-].C(OC(OC[N+]1(C)CCN(C[C:67]2[CH:72]=[CH:71]C(C(=O)N[C:67]3[CH:72]=[CH:71]C(C)=[C:69](NC4N=C([C:68]5[CH:69]=N[CH:71]=[CH:72][CH:67]=5)C=CN=4)[CH:68]=3)=[CH:69][CH:68]=2)CC1)=O)(C)C, predict the reaction product. The product is: [CH3:1][S:2]([O-:5])(=[O:4])=[O:3].[CH3:50][N+:14]1([CH2:13][O:12][C:10]([O:9][C@@H:6]([C:7]2[CH:71]=[CH:72][CH:67]=[CH:68][CH:69]=2)[CH3:8])=[O:11])[CH2:19][CH2:18][N:17]([CH2:20][C:21]2[CH:22]=[CH:23][C:24]([C:27](=[O:49])[NH:28][C:29]3[CH:34]=[CH:33][C:32]([CH3:35])=[C:31]([NH:36][C:37]4[N:42]=[C:41]([C:43]5[CH:44]=[N:45][CH:46]=[CH:47][CH:48]=5)[CH:40]=[CH:39][N:38]=4)[CH:30]=3)=[CH:25][CH:26]=2)[CH2:16][CH2:15]1. (5) Given the reactants [N+:1]([C:4]1[CH:15]=[CH:14][C:7]2[CH2:8][NH:9][C:10](=[O:13])[NH:11][CH2:12][C:6]=2[CH:5]=1)([O-])=O.[H][H], predict the reaction product. The product is: [NH2:1][C:4]1[CH:15]=[CH:14][C:7]2[CH2:8][NH:9][C:10](=[O:13])[NH:11][CH2:12][C:6]=2[CH:5]=1.